This data is from Full USPTO retrosynthesis dataset with 1.9M reactions from patents (1976-2016). The task is: Predict the reactants needed to synthesize the given product. (1) Given the product [Cl:27][C:23]1[CH:22]=[C:21]([CH:26]=[CH:25][CH:24]=1)[CH2:20][NH:7][C:8]1[N:13]=[C:12]([N:14]2[CH2:15][CH2:16][NH:17][CH2:18][CH2:19]2)[CH:11]=[N:10][CH:9]=1, predict the reactants needed to synthesize it. The reactants are: C(OC(=O)[N:7]([CH2:20][C:21]1[CH:26]=[CH:25][CH:24]=[C:23]([Cl:27])[CH:22]=1)[C:8]1[N:13]=[C:12]([N:14]2[CH2:19][CH2:18][NH:17][CH2:16][CH2:15]2)[CH:11]=[N:10][CH:9]=1)(C)(C)C.Cl.O1CCOCC1.Cl. (2) The reactants are: [NH2:1][C@@H:2]([C@@H:7]([C:9]1[C:17]2[C:12](=[CH:13][CH:14]=[CH:15][CH:16]=2)[NH:11][CH:10]=1)[CH3:8])[C:3]([O:5][CH3:6])=[O:4].C1C(=O)N(OC(ON2C(=O)CCC2=O)=O)[C:20](=[O:21])C1.[C:36]1([CH:42]2[CH2:47][CH2:46][NH:45][CH2:44][CH2:43]2)[CH:41]=[CH:40][CH:39]=[CH:38][CH:37]=1.C(=O)([O-])O.[Na+]. Given the product [NH:11]1[C:12]2[C:17](=[CH:16][CH:15]=[CH:14][CH:13]=2)[C:9]([C@@H:7]([CH3:8])[C@H:2]([NH:1][C:20]([N:45]2[CH2:44][CH2:43][CH:42]([C:36]3[CH:41]=[CH:40][CH:39]=[CH:38][CH:37]=3)[CH2:47][CH2:46]2)=[O:21])[C:3]([O:5][CH3:6])=[O:4])=[CH:10]1, predict the reactants needed to synthesize it. (3) Given the product [CH3:18][O:20][C:11]1[CH:10]=[C:9]2[C:5]([C:6]([C:12](=[O:16])[C:13]([Cl:15])=[O:14])=[CH:7][NH:8]2)=[CH:4][CH:3]=1, predict the reactants needed to synthesize it. The reactants are: CO[C:3]1[CH:4]=[C:5]2[C:9](=[CH:10][CH:11]=1)[NH:8][CH:7]=[CH:6]2.[C:12](Cl)(=[O:16])[C:13]([Cl:15])=[O:14].[CH2:18]([O:20]CC)C. (4) Given the product [Br:9][C:6]1[CH:5]=[CH:4][C:3]2[O:10][CH2:18][C:19](=[O:20])[NH:1][C:2]=2[C:7]=1[CH3:8], predict the reactants needed to synthesize it. The reactants are: [NH2:1][C:2]1[C:7]([CH3:8])=[C:6]([Br:9])[CH:5]=[CH:4][C:3]=1[OH:10].C(=O)([O-])[O-].[K+].[K+].Br[CH2:18][C:19](Br)=[O:20].O. (5) Given the product [CH3:1][C:2]([C:5]1[CH:10]=[C:9]([CH2:11][N:36]2[CH2:37][CH2:38][N:33]([C:30]3[CH:29]=[CH:28][C:27]([N+:24]([O-:26])=[O:25])=[CH:32][CH:31]=3)[CH2:34][CH2:35]2)[CH:8]=[C:7]([C:13]([CH3:16])([CH3:15])[CH3:14])[C:6]=1[OH:17])([CH3:4])[CH3:3], predict the reactants needed to synthesize it. The reactants are: [CH3:1][C:2]([C:5]1[CH:10]=[C:9]([CH2:11]Br)[CH:8]=[C:7]([C:13]([CH3:16])([CH3:15])[CH3:14])[C:6]=1[OH:17])([CH3:4])[CH3:3].C(=O)([O-])[O-].[K+].[K+].[N+:24]([C:27]1[CH:32]=[CH:31][C:30]([N:33]2[CH2:38][CH2:37][NH:36][CH2:35][CH2:34]2)=[CH:29][CH:28]=1)([O-:26])=[O:25]. (6) Given the product [CH:1]1([N:4]([C:5]2[S:6][CH:7]=[C:8]([C:10]3[C:18]4[C:13](=[N:14][CH:15]=[CH:16][CH:17]=4)[NH:12][CH:11]=3)[N:9]=2)[C:26](=[O:27])[CH2:25][C:19]2[CH:24]=[CH:23][CH:22]=[CH:21][CH:20]=2)[CH2:3][CH2:2]1, predict the reactants needed to synthesize it. The reactants are: [CH:1]1([NH:4][C:5]2[S:6][CH:7]=[C:8]([C:10]3[C:18]4[C:13](=[N:14][CH:15]=[CH:16][CH:17]=4)[NH:12][CH:11]=3)[N:9]=2)[CH2:3][CH2:2]1.[C:19]1([CH2:25][C:26](O)=[O:27])[CH:24]=[CH:23][CH:22]=[CH:21][CH:20]=1.C(N(CC)CC)C.